From a dataset of Full USPTO retrosynthesis dataset with 1.9M reactions from patents (1976-2016). Predict the reactants needed to synthesize the given product. (1) Given the product [O:41]1[C:42]2[CH:48]=[CH:47][CH:46]=[CH:45][C:43]=2[N:44]=[C:40]1[N:29]1[CH2:30][CH2:31][C:26]2([N:21]([CH2:20][C:15]3[CH:16]=[CH:17][CH:18]=[C:19]4[C:14]=3[CH:13]=[CH:12][N:11]4[S:1]([C:4]3[CH:5]=[CH:6][C:7]([CH3:8])=[CH:9][CH:10]=3)(=[O:2])=[O:3])[C:22](=[O:32])[CH2:23][CH2:24][CH2:25]2)[CH2:27][CH2:28]1, predict the reactants needed to synthesize it. The reactants are: [S:1]([N:11]1[C:19]2[C:14](=[C:15]([CH2:20][N:21]3[C:26]4([CH2:31][CH2:30][NH:29][CH2:28][CH2:27]4)[CH2:25][CH2:24][CH2:23][C:22]3=[O:32])[CH:16]=[CH:17][CH:18]=2)[CH:13]=[CH:12]1)([C:4]1[CH:10]=[CH:9][C:7]([CH3:8])=[CH:6][CH:5]=1)(=[O:3])=[O:2].C([O-])([O-])=O.[K+].[K+].Cl[C:40]1[O:41][C:42]2[CH:48]=[CH:47][CH:46]=[CH:45][C:43]=2[N:44]=1. (2) Given the product [Cl:1][C:2]1[C:7]([N+:8]([O-:10])=[O:9])=[C:6]([NH:23][N:22]([CH3:24])[CH3:21])[C:5]([CH3:12])=[C:4]([CH3:13])[N:3]=1, predict the reactants needed to synthesize it. The reactants are: [Cl:1][C:2]1[C:7]([N+:8]([O-:10])=[O:9])=[C:6](Cl)[C:5]([CH3:12])=[C:4]([CH3:13])[N:3]=1.C(N(CC)CC)C.[CH3:21][N:22]([CH3:24])[NH2:23].CN(C)C=O. (3) Given the product [CH3:7][O:8][C:9](=[O:17])[C:10]1[CH:15]=[CH:14][C:13]([O:5][CH2:4][CH2:3][N:2]([CH3:6])[CH3:1])=[CH:12][CH:11]=1, predict the reactants needed to synthesize it. The reactants are: [CH3:1][N:2]([CH3:6])[CH2:3][CH2:4][OH:5].[CH3:7][O:8][C:9](=[O:17])[C:10]1[CH:15]=[CH:14][C:13](O)=[CH:12][CH:11]=1.C1(P(C2C=CC=CC=2)C2C=CC=CC=2)C=CC=CC=1.CCOC(/N=N/C(OCC)=O)=O. (4) Given the product [S:8]1[CH:12]=[CH:11][C:10]([C:13]2[CH:18]=[CH:17][C:16]([CH:19]([CH3:25])[CH2:20][NH:21][C:33]([NH:32][CH:26]3[CH2:31][CH2:30][CH2:29][CH2:28][CH2:27]3)=[O:34])=[CH:15][CH:14]=2)=[CH:9]1, predict the reactants needed to synthesize it. The reactants are: FC(F)(F)C(O)=O.[S:8]1[CH:12]=[CH:11][C:10]([C:13]2[CH:18]=[CH:17][C:16]([CH:19]([CH3:25])[CH2:20][NH:21]C(C)C)=[CH:15][CH:14]=2)=[CH:9]1.[CH:26]1([N:32]=[C:33]=[O:34])[CH2:31][CH2:30][CH2:29][CH2:28][CH2:27]1. (5) Given the product [C:30]([O:34][C:35]([N:37]1[CH2:42][CH2:41][C:40](=[C:43]([C:44]#[N:45])[CH2:8][OH:19])[CH2:39][CH2:38]1)=[O:36])([CH3:33])([CH3:32])[CH3:31], predict the reactants needed to synthesize it. The reactants are: C1(C2C=CC=C(C3C=CC=CC=3)[C:8]=2[OH:19])C=CC=CC=1.C[Al](C)C.O1COCOC1.[C:30]([O:34][C:35]([N:37]1[CH2:42][CH2:41][C:40](=[C:43](Br)[C:44]#[N:45])[CH2:39][CH2:38]1)=[O:36])([CH3:33])([CH3:32])[CH3:31].C([Mg]Br)(C)C.C=O.